From a dataset of Peptide-MHC class II binding affinity with 134,281 pairs from IEDB. Regression. Given a peptide amino acid sequence and an MHC pseudo amino acid sequence, predict their binding affinity value. This is MHC class II binding data. (1) The binding affinity (normalized) is 0.586. The MHC is DRB1_1201 with pseudo-sequence DRB1_1201. The peptide sequence is GELQIVDKIDAAFRI. (2) The peptide sequence is AFKVAETAANAAPAN. The MHC is DRB1_1001 with pseudo-sequence DRB1_1001. The binding affinity (normalized) is 0.876. (3) The peptide sequence is APYHFDLSGHAFGAM. The MHC is DRB1_0802 with pseudo-sequence DRB1_0802. The binding affinity (normalized) is 0.0664.